This data is from Peptide-MHC class I binding affinity with 185,985 pairs from IEDB/IMGT. The task is: Regression. Given a peptide amino acid sequence and an MHC pseudo amino acid sequence, predict their binding affinity value. This is MHC class I binding data. (1) The peptide sequence is KYEGPFTTT. The MHC is H-2-Kd with pseudo-sequence H-2-Kd. The binding affinity (normalized) is 0.287. (2) The peptide sequence is PLEEELPRL. The MHC is Patr-A0701 with pseudo-sequence Patr-A0701. The binding affinity (normalized) is 0.0332. (3) The peptide sequence is EVRLATMLF. The MHC is HLA-A02:19 with pseudo-sequence HLA-A02:19. The binding affinity (normalized) is 0.0847. (4) The peptide sequence is SMWSFNPET. The MHC is HLA-A02:01 with pseudo-sequence HLA-A02:01. The binding affinity (normalized) is 0.982.